From a dataset of Peptide-MHC class II binding affinity with 134,281 pairs from IEDB. Regression. Given a peptide amino acid sequence and an MHC pseudo amino acid sequence, predict their binding affinity value. This is MHC class II binding data. (1) The peptide sequence is APADDKFTVFEAAFN. The MHC is HLA-DPA10201-DPB11401 with pseudo-sequence HLA-DPA10201-DPB11401. The binding affinity (normalized) is 0.0543. (2) The peptide sequence is MVFILLPQRNQMLSV. The MHC is DRB1_0301 with pseudo-sequence DRB1_0301. The binding affinity (normalized) is 0.536.